The task is: Predict which catalyst facilitates the given reaction.. This data is from Catalyst prediction with 721,799 reactions and 888 catalyst types from USPTO. Reactant: [CH3:1][C:2]([CH3:21])([CH2:7][CH2:8][C:9](=O)[C:10]1[CH:15]=[CH:14][CH:13]=[C:12]([C:16]([F:19])([F:18])[F:17])[CH:11]=1)[C:3]([O:5]C)=O.[NH2:22][CH2:23][C:24]([OH:26])=[O:25].C([BH3-])#N.[Na+]. Product: [CH3:21][C:2]1([CH3:1])[CH2:7][CH2:8][CH:9]([C:10]2[CH:15]=[CH:14][CH:13]=[C:12]([C:16]([F:19])([F:18])[F:17])[CH:11]=2)[N:22]([CH2:23][C:24]([OH:26])=[O:25])[C:3]1=[O:5]. The catalyst class is: 130.